The task is: Regression. Given a peptide amino acid sequence and an MHC pseudo amino acid sequence, predict their binding affinity value. This is MHC class I binding data.. This data is from Peptide-MHC class I binding affinity with 185,985 pairs from IEDB/IMGT. (1) The binding affinity (normalized) is 0.0847. The MHC is HLA-B27:05 with pseudo-sequence HLA-B27:05. The peptide sequence is EIRHRSGIQ. (2) The peptide sequence is AIIDYIAYM. The MHC is HLA-A26:03 with pseudo-sequence HLA-A26:03. The binding affinity (normalized) is 0.936. (3) The peptide sequence is TLPETTVVRR. The MHC is Patr-A0101 with pseudo-sequence Patr-A0101. The binding affinity (normalized) is 0.138. (4) The peptide sequence is VERLKHGTFG. The binding affinity (normalized) is 0.0458. The MHC is HLA-B40:02 with pseudo-sequence HLA-B40:02. (5) The peptide sequence is YVFPVIFSR. The MHC is HLA-B44:03 with pseudo-sequence HLA-B44:03. The binding affinity (normalized) is 0. (6) The binding affinity (normalized) is 0.0847. The peptide sequence is EEQTDPKTL. The MHC is HLA-A69:01 with pseudo-sequence HLA-A69:01. (7) The peptide sequence is YPSLMSRVV. The MHC is HLA-B57:01 with pseudo-sequence HLA-B57:01. The binding affinity (normalized) is 0.0847.